This data is from Forward reaction prediction with 1.9M reactions from USPTO patents (1976-2016). The task is: Predict the product of the given reaction. Given the reactants [NH:1]1[C:9]2[CH:8]=[CH:7][CH:6]=[C:5]([C:10]([O:12][CH3:13])=[O:11])[C:4]=2[CH:3]=[CH:2]1.P([O-])([O-])([O-])=O.[K+].[K+].[K+].CNCCNC.N1CCC[C@H]1C(O)=O.Br[C:37]1[CH:42]=[CH:41][C:40]([F:43])=[CH:39][CH:38]=1, predict the reaction product. The product is: [F:43][C:40]1[CH:41]=[CH:42][C:37]([N:1]2[C:9]3[CH:8]=[CH:7][CH:6]=[C:5]([C:10]([O:12][CH3:13])=[O:11])[C:4]=3[CH:3]=[CH:2]2)=[CH:38][CH:39]=1.